From a dataset of Catalyst prediction with 721,799 reactions and 888 catalyst types from USPTO. Predict which catalyst facilitates the given reaction. (1) Product: [F:1][C:2]1[CH:7]=[C:6]([F:8])[CH:5]=[CH:4][C:3]=1[C:9]1[N:10]=[C:11]2[N:15]([C:16]=1[I:24])[CH2:14][CH2:13][O:12]2. The catalyst class is: 3. Reactant: [F:1][C:2]1[CH:7]=[C:6]([F:8])[CH:5]=[CH:4][C:3]=1[C:9]1[N:10]=[C:11]2[N:15]([CH:16]=1)[CH2:14][CH2:13][O:12]2.C1C(=O)N([I:24])C(=O)C1. (2) Product: [CH2:43]([N:45]([CH2:46][CH3:47])[C:5](=[O:6])[C:4]1[CH:8]=[C:9]([CH2:11][NH:12][S:13]([C:16]2[CH:17]=[CH:18][C:19]([C:22]3[CH:27]=[CH:26][C:25]([F:28])=[CH:24][CH:23]=3)=[CH:20][CH:21]=2)(=[O:15])=[O:14])[CH:10]=[C:2]([F:1])[CH:3]=1)[CH3:44]. Reactant: [F:1][C:2]1[CH:3]=[C:4]([CH:8]=[C:9]([CH2:11][NH:12][S:13]([C:16]2[CH:21]=[CH:20][C:19]([C:22]3[CH:27]=[CH:26][C:25]([F:28])=[CH:24][CH:23]=3)=[CH:18][CH:17]=2)(=[O:15])=[O:14])[CH:10]=1)[C:5](O)=[O:6].C(Cl)CCl.C1C=CC2N(O)N=NC=2C=1.[CH2:43]([NH:45][CH2:46][CH3:47])[CH3:44]. The catalyst class is: 2.